Dataset: Catalyst prediction with 721,799 reactions and 888 catalyst types from USPTO. Task: Predict which catalyst facilitates the given reaction. Reactant: [CH2:1]([C:3]1[C:8]([O:9][C:10]2[CH:15]=[CH:14][N:13]=[C:12]([C:16]3[S:20][C:19]([CH3:21])=[N:18][CH:17]=3)[CH:11]=2)=[CH:7][CH:6]=[C:5]([N+:22]([O-])=O)[N:4]=1)[CH3:2]. Product: [CH2:1]([C:3]1[N:4]=[C:5]([NH2:22])[CH:6]=[CH:7][C:8]=1[O:9][C:10]1[CH:15]=[CH:14][N:13]=[C:12]([C:16]2[S:20][C:19]([CH3:21])=[N:18][CH:17]=2)[CH:11]=1)[CH3:2]. The catalyst class is: 19.